Dataset: Forward reaction prediction with 1.9M reactions from USPTO patents (1976-2016). Task: Predict the product of the given reaction. (1) Given the reactants Cl[C:2]1[N:7]=[C:6]([O:8][C:9]2[CH:10]=[C:11]3[C:16](=[CH:17][CH:18]=2)[C:15]([C:19]([NH:21][CH2:22][CH2:23][N:24]2[CH2:29][CH2:28][O:27][CH2:26][CH2:25]2)=[O:20])=[CH:14][CH:13]=[CH:12]3)[CH:5]=[CH:4][N:3]=1.[CH3:30][NH:31][CH2:32][CH2:33][NH2:34].CNC1N=CN=C(OC2C=C3C(=CC=2)C(C(NCCN2CCOCC2)=O)=CC=C3)C=1, predict the reaction product. The product is: [CH3:30][NH:31][CH2:32][CH2:33][NH:34][C:2]1[N:7]=[C:6]([O:8][C:9]2[CH:10]=[C:11]3[C:16](=[CH:17][CH:18]=2)[C:15]([C:19]([NH:21][CH2:22][CH2:23][N:24]2[CH2:29][CH2:28][O:27][CH2:26][CH2:25]2)=[O:20])=[CH:14][CH:13]=[CH:12]3)[CH:5]=[CH:4][N:3]=1. (2) Given the reactants CS(O)(=O)=O.O=P12OP3(OP(OP(O3)(O1)=O)(=O)O2)=O.[CH3:20][N:21]([CH:34]=[C:35]([C:41]([O:43][CH2:44][CH3:45])=[O:42])[C:36](OCC)=[O:37])[C:22]1[S:26][C:25]([CH2:27][N:28]2[CH2:33][CH2:32][O:31][CH2:30][CH2:29]2)=[N:24][CH:23]=1.C([O-])([O-])=O.[Na+].[Na+], predict the reaction product. The product is: [CH3:20][N:21]1[CH:34]=[C:35]([C:41]([O:43][CH2:44][CH3:45])=[O:42])[C:36](=[O:37])[C:23]2[N:24]=[C:25]([CH2:27][N:28]3[CH2:33][CH2:32][O:31][CH2:30][CH2:29]3)[S:26][C:22]1=2.